This data is from Full USPTO retrosynthesis dataset with 1.9M reactions from patents (1976-2016). The task is: Predict the reactants needed to synthesize the given product. (1) Given the product [F:12][C:13]1[CH:18]=[C:17]([C:2]2[CH:3]=[N:4][CH:5]=[C:6]([N+:9]([O-:11])=[O:10])[C:7]=2[NH2:8])[CH:16]=[N:15][CH:14]=1, predict the reactants needed to synthesize it. The reactants are: Br[C:2]1[CH:3]=[N:4][CH:5]=[C:6]([N+:9]([O-:11])=[O:10])[C:7]=1[NH2:8].[F:12][C:13]1[CH:14]=[N:15][CH:16]=[C:17](B2OC(C)(C)C(C)(C)O2)[CH:18]=1.[O-]P([O-])([O-])=O.[K+].[K+].[K+].O. (2) Given the product [OH:56][C:49]1[C:48]([CH2:47][NH:46][C:10](=[O:12])[C:9]2[CH:8]=[CH:7][C:6]([CH:4]([O:3][CH3:1])[CH3:5])=[CH:14][CH:13]=2)=[C:53]([CH3:54])[CH:52]=[C:51]([CH3:55])[N:50]=1, predict the reactants needed to synthesize it. The reactants are: [CH2:1]([O:3][CH:4]([C:6]1[CH:14]=[CH:13][C:9]([C:10]([OH:12])=O)=[CH:8][CH:7]=1)[CH3:5])C.CN(C(ON1N=NC2C=CC=NC1=2)=[N+](C)C)C.F[P-](F)(F)(F)(F)F.C(N(CC)CC)C.[NH2:46][CH2:47][C:48]1[C:49]([OH:56])=[N:50][C:51]([CH3:55])=[CH:52][C:53]=1[CH3:54]. (3) Given the product [CH3:15][Si:14]([CH3:17])([CH3:16])[C:13]#[C:12][CH2:11][CH2:10][NH2:7], predict the reactants needed to synthesize it. The reactants are: [H-].[Al+3].[Li+].[H-].[H-].[H-].[N:7]([CH2:10][CH2:11][C:12]#[C:13][Si:14]([CH3:17])([CH3:16])[CH3:15])=[N+]=[N-]. (4) Given the product [CH2:23]([O:22][C:20]([CH:19]1[C:4](=[O:26])[CH2:5][CH:6]2[N:7]([CH3:25])[CH:8]1[CH2:9][N:10]([C:61]([O:63][C:64]([CH3:65])([CH3:66])[CH3:67])=[O:62])[CH2:11]2)=[O:21])[CH3:24], predict the reactants needed to synthesize it. The reactants are: C(O[C:4](=[O:26])[CH2:5][CH:6]1[CH2:11][N:10](CC2C=CC=CC=2)[CH2:9][CH:8]([CH2:19][C:20]([O:22][CH2:23][CH3:24])=[O:21])[N:7]1[CH3:25])C.C(O)(C(F)(F)F)=O.C(O[K])(C)(C)C.CC(O)=O.CCN(C(C)C)C(C)C.[CH3:65][C:64]([O:63][C:61](O[C:61]([O:63][C:64]([CH3:67])([CH3:66])[CH3:65])=[O:62])=[O:62])([CH3:67])[CH3:66]. (5) Given the product [CH2:13]([C:17]1[N:18]=[C:19]([CH3:45])[N:20]([CH2:39][C:40]2([CH3:44])[CH2:41][O:42][CH2:43]2)[C:21](=[O:38])[C:22]=1[CH2:23][C:24]1[CH:25]=[CH:26][C:27]([C:30]2[CH:35]=[CH:34][CH:33]=[CH:32][C:31]=2[C:36]2[NH:3][C:4](=[O:7])[O:5][N:37]=2)=[CH:28][CH:29]=1)[CH2:14][CH2:15][CH3:16], predict the reactants needed to synthesize it. The reactants are: [Cl-].O[NH3+:3].[C:4](=[O:7])([O-])[OH:5].[Na+].CS(C)=O.[CH2:13]([C:17]1[N:18]=[C:19]([CH3:45])[N:20]([CH2:39][C:40]2([CH3:44])[CH2:43][O:42][CH2:41]2)[C:21](=[O:38])[C:22]=1[CH2:23][C:24]1[CH:29]=[CH:28][C:27]([C:30]2[C:31]([C:36]#[N:37])=[CH:32][CH:33]=[CH:34][CH:35]=2)=[CH:26][CH:25]=1)[CH2:14][CH2:15][CH3:16]. (6) Given the product [ClH:17].[CH2:10]1[C:9]2([CH2:12][CH2:13][C@@H:14]([CH2:15][OH:16])[NH:8]2)[CH2:11]1, predict the reactants needed to synthesize it. The reactants are: C([N:8]1[C@H:14]([CH2:15][OH:16])[CH2:13][CH2:12][C:9]21[CH2:11][CH2:10]2)C1C=CC=CC=1.[ClH:17]. (7) Given the product [Cl:19][C:16]1[CH:17]=[CH:18][C:13]([C:12]([CH:9]2[CH2:10][CH2:11][N:6]([CH2:5][C:4]([OH:21])=[O:3])[CH2:7][CH2:8]2)=[O:20])=[CH:14][CH:15]=1, predict the reactants needed to synthesize it. The reactants are: C([O:3][C:4](=[O:21])[CH2:5][N:6]1[CH2:11][CH2:10][CH:9]([C:12](=[O:20])[C:13]2[CH:18]=[CH:17][C:16]([Cl:19])=[CH:15][CH:14]=2)[CH2:8][CH2:7]1)C.[Li+].[OH-].[Li+].[Cl-]. (8) Given the product [CH2:7]([O:6][P:4]([CH:9]([P:43]([O:45][CH2:46][CH3:47])([O:48][CH2:49][CH3:50])=[O:44])[CH2:10][C:11]([N:13]1[CH2:18][CH2:17][N:16]([C:19]2[C:28]([O:29][CH3:30])=[C:27]3[C:22]([C:23](=[O:40])[C:24]([C:34]([OH:36])=[O:35])=[CH:25][N:26]3[CH:31]3[CH2:33][CH2:32]3)=[CH:21][C:20]=2[F:41])[CH2:15][CH:14]1[CH3:42])=[O:12])([O:3][CH2:1][CH3:2])=[O:5])[CH3:8], predict the reactants needed to synthesize it. The reactants are: [CH2:1]([O:3][P:4]([CH:9]([P:43]([O:48][CH2:49][CH3:50])([O:45][CH2:46][CH3:47])=[O:44])[CH2:10][C:11]([N:13]1[CH2:18][CH2:17][N:16]([C:19]2[C:28]([O:29][CH3:30])=[C:27]3[C:22]([C:23](=[O:40])[C:24]([C:34]([O:36]CC=C)=[O:35])=[CH:25][N:26]3[CH:31]3[CH2:33][CH2:32]3)=[CH:21][C:20]=2[F:41])[CH2:15][CH:14]1[CH3:42])=[O:12])([O:6][CH2:7][CH3:8])=[O:5])[CH3:2].O.C1(C)C(S([O-])=O)=CC=CC=1.[Na+].Cl.